Dataset: Peptide-MHC class I binding affinity with 185,985 pairs from IEDB/IMGT. Task: Regression. Given a peptide amino acid sequence and an MHC pseudo amino acid sequence, predict their binding affinity value. This is MHC class I binding data. (1) The peptide sequence is NSSWPWQIEYI. The MHC is Mamu-A02 with pseudo-sequence Mamu-A02. The binding affinity (normalized) is 0.762. (2) The peptide sequence is SQAELTSNCT. The MHC is HLA-A02:01 with pseudo-sequence HLA-A02:01. The binding affinity (normalized) is 0.215. (3) The peptide sequence is HLVNHYFQTR. The MHC is Patr-A0401 with pseudo-sequence Patr-A0401. The binding affinity (normalized) is 0.443. (4) The peptide sequence is RTYSDPLALR. The MHC is HLA-A11:01 with pseudo-sequence HLA-A11:01. The binding affinity (normalized) is 0.582. (5) The peptide sequence is SFYCDPKRFF. The MHC is HLA-A24:02 with pseudo-sequence HLA-A24:02. The binding affinity (normalized) is 0.298. (6) The peptide sequence is VIYQYMDDLY. The MHC is Mamu-A02 with pseudo-sequence Mamu-A02. The binding affinity (normalized) is 0.00115. (7) The peptide sequence is SYSYDSSEVI. The MHC is H-2-Kd with pseudo-sequence H-2-Kd. The binding affinity (normalized) is 0.293. (8) The peptide sequence is INFILAPQG. The MHC is H-2-Kb with pseudo-sequence H-2-Kb. The binding affinity (normalized) is 0. (9) The peptide sequence is CFMYSDFHF. The MHC is HLA-A02:12 with pseudo-sequence HLA-A02:12. The binding affinity (normalized) is 0.492. (10) The peptide sequence is FLYLAFVAL. The MHC is HLA-A02:01 with pseudo-sequence HLA-A02:01. The binding affinity (normalized) is 0.299.